Dataset: Full USPTO retrosynthesis dataset with 1.9M reactions from patents (1976-2016). Task: Predict the reactants needed to synthesize the given product. (1) The reactants are: [C:1]([C:3]1[C:23]([N+:24]([O-:26])=[O:25])=[CH:22][CH:21]=[CH:20][C:4]=1[O:5][CH2:6][C@@H:7]1[CH2:12][CH2:11][CH2:10][CH2:9][N:8]1C(OC(C)(C)C)=O)#[N:2].[ClH:27]. Given the product [ClH:27].[N+:24]([C:23]1[CH:22]=[CH:21][CH:20]=[C:4]([O:5][CH2:6][C@@H:7]2[CH2:12][CH2:11][CH2:10][CH2:9][NH:8]2)[C:3]=1[C:1]#[N:2])([O-:26])=[O:25], predict the reactants needed to synthesize it. (2) Given the product [Si:55]([O:54][C@H:15]([C:12]1[CH:13]=[CH:14][C:9]([OH:8])=[C:10]([NH:62][CH:63]=[O:64])[CH:11]=1)[CH2:16][NH:17][CH2:18][CH2:19][C:20]1[CH:25]=[CH:24][C:23]([O:26][CH2:27][CH2:28][CH2:29][CH2:30][C:31]2[CH:36]=[CH:35][C:34]([OH:37])=[C:33]([C@@H:38]([C:48]3[CH:49]=[CH:50][CH:51]=[CH:52][CH:53]=3)[CH2:39][CH2:40][N:41]([CH:45]([CH3:47])[CH3:46])[CH:42]([CH3:44])[CH3:43])[CH:32]=2)=[CH:22][CH:21]=1)([C:58]([CH3:61])([CH3:59])[CH3:60])([CH3:57])[CH3:56], predict the reactants needed to synthesize it. The reactants are: C([O:8][C:9]1[CH:14]=[CH:13][C:12]([C@@H:15]([O:54][Si:55]([C:58]([CH3:61])([CH3:60])[CH3:59])([CH3:57])[CH3:56])[CH2:16][NH:17][CH2:18][CH2:19][C:20]2[CH:25]=[CH:24][C:23]([O:26][CH2:27][CH2:28][CH2:29][CH2:30][C:31]3[CH:36]=[CH:35][C:34]([OH:37])=[C:33]([C@@H:38]([C:48]4[CH:53]=[CH:52][CH:51]=[CH:50][CH:49]=4)[CH2:39][CH2:40][N:41]([CH:45]([CH3:47])[CH3:46])[CH:42]([CH3:44])[CH3:43])[CH:32]=3)=[CH:22][CH:21]=2)=[CH:11][C:10]=1[NH:62][CH:63]=[O:64])C1C=CC=CC=1.C([O-])=O.[NH4+]. (3) Given the product [CH3:8][C:9]1([CH3:37])[CH2:18][C:17]2[C:12](=[CH:13][CH:14]=[C:15]([C:19]([NH:7][S:4]([CH3:3])(=[O:6])=[O:5])=[O:20])[CH:16]=2)[NH:11][CH:10]1[C:22]1[CH:27]=[CH:26][CH:25]=[C:24]([N:28]2[CH2:33][CH2:32][N:31]([CH3:34])[C:30](=[O:35])[C:29]2=[O:36])[CH:23]=1, predict the reactants needed to synthesize it. The reactants are: [H-].[Na+].[CH3:3][S:4]([NH2:7])(=[O:6])=[O:5].[CH3:8][C:9]1([CH3:37])[CH2:18][C:17]2[C:12](=[CH:13][CH:14]=[C:15]([C:19](O)=[O:20])[CH:16]=2)[NH:11][CH:10]1[C:22]1[CH:27]=[CH:26][CH:25]=[C:24]([N:28]2[CH2:33][CH2:32][N:31]([CH3:34])[C:30](=[O:35])[C:29]2=[O:36])[CH:23]=1.C(N1C=CN=C1)(N1C=CN=C1)=O. (4) Given the product [C:13]1([C:19]2[CH:24]=[C:23]([N:25]3[CH2:30][CH2:29][N:28]([C:8]([NH:7][C:3]4[N:2]=[N:1][CH:6]=[CH:5][CH:4]=4)=[O:10])[CH2:27][CH2:26]3)[CH:22]=[CH:21][N:20]=2)[CH:14]=[CH:15][CH:16]=[CH:17][CH:18]=1, predict the reactants needed to synthesize it. The reactants are: [N:1]1[CH:6]=[CH:5][CH:4]=[C:3]([NH:7][C:8](=[O:10])[O-])[N:2]=1.Cl.Cl.[C:13]1([C:19]2[CH:24]=[C:23]([N:25]3[CH2:30][CH2:29][NH:28][CH2:27][CH2:26]3)[CH:22]=[CH:21][N:20]=2)[CH:18]=[CH:17][CH:16]=[CH:15][CH:14]=1. (5) The reactants are: [I-].C[S+](C)(C)=O.CC([O-])(C)C.[K+].[C:13]([O:17][C:18]([N:20]1[C:24](=O)[CH2:23][CH2:22][C@H:21]1C(OC(C)(C)C)=O)=[O:19])([CH3:16])([CH3:15])[CH3:14]. Given the product [C:13]([O:17][C:18]([N:20]1[CH2:24][CH2:23][CH2:22][CH2:21]1)=[O:19])([CH3:16])([CH3:14])[CH3:15], predict the reactants needed to synthesize it. (6) The reactants are: [F:1][C:2]([F:19])([F:18])[C:3]1[CH:17]=[CH:16][C:6]([O:7][CH2:8][C:9]2[N:14]=[C:13]([NH2:15])[CH:12]=[CH:11][CH:10]=2)=[CH:5][CH:4]=1.[F:20][C:21]([F:33])([F:32])[C:22]1[CH:23]=[C:24]([S:28](Cl)(=[O:30])=[O:29])[CH:25]=[CH:26][CH:27]=1. Given the product [F:33][C:21]([F:20])([F:32])[C:22]1[CH:23]=[C:24]([S:28]([NH:15][C:13]2[CH:12]=[CH:11][CH:10]=[C:9]([CH2:8][O:7][C:6]3[CH:16]=[CH:17][C:3]([C:2]([F:1])([F:18])[F:19])=[CH:4][CH:5]=3)[N:14]=2)(=[O:29])=[O:30])[CH:25]=[CH:26][CH:27]=1, predict the reactants needed to synthesize it. (7) Given the product [C:1]1([C:7]2[O:11][N:10]=[C:9]([C:12]3[O:16][N:15]=[C:14]([C:17]4[CH:34]=[CH:33][C:20]([CH2:21][N:22]5[CH2:25][CH:24]([C:26]([OH:28])=[O:27])[CH2:23]5)=[CH:19][CH:18]=4)[N:13]=3)[C:8]=2[C:35]([F:36])([F:37])[F:38])[CH:6]=[CH:5][CH:4]=[CH:3][CH:2]=1, predict the reactants needed to synthesize it. The reactants are: [C:1]1([C:7]2[O:11][N:10]=[C:9]([C:12]3[O:16][N:15]=[C:14]([C:17]4[CH:34]=[CH:33][C:20]([CH2:21][N:22]5[CH2:25][CH:24]([C:26]([O:28]C(C)(C)C)=[O:27])[CH2:23]5)=[CH:19][CH:18]=4)[N:13]=3)[C:8]=2[C:35]([F:38])([F:37])[F:36])[CH:6]=[CH:5][CH:4]=[CH:3][CH:2]=1.